From a dataset of Catalyst prediction with 721,799 reactions and 888 catalyst types from USPTO. Predict which catalyst facilitates the given reaction. (1) Reactant: Br[C:2]1[CH:7]=[CH:6][C:5]([Br:8])=[CH:4][C:3]=1[N+:9]([O-])=O.[C:12](O)([CH3:15])(C)[CH3:13].[CH:17]1([NH2:20])CC1.C(=O)([O-])[O-].[K+].[K+]. Product: [Br:8][C:5]1[CH:6]=[CH:7][C:2]2[N:20]([CH:15]3[CH2:12][CH2:13]3)[CH:17]=[N:9][C:3]=2[CH:4]=1. The catalyst class is: 136. (2) Reactant: C(=O)([O-])[O-].[K+].[K+].[CH3:7][N:8]([CH3:33])[C:9]([CH3:32])([CH3:31])[CH2:10][O:11][C:12]1[CH:21]=[CH:20][CH:19]=[C:18]2[C:13]=1[C:14]([NH:22][C:23]1[CH:28]=[CH:27][C:26]([OH:29])=[C:25]([CH3:30])[CH:24]=1)=[N:15][CH:16]=[N:17]2.C1OCCOCCOCCOCCOCCOC1.Cl.Cl[CH2:54][C:55]1[N:56]=[CH:57][S:58][CH:59]=1. Product: [CH3:7][N:8]([CH3:33])[C:9]([CH3:31])([CH3:32])[CH2:10][O:11][C:12]1[CH:21]=[CH:20][CH:19]=[C:18]2[C:13]=1[C:14]([NH:22][C:23]1[CH:28]=[CH:27][C:26]([O:29][CH2:54][C:55]3[N:56]=[CH:57][S:58][CH:59]=3)=[C:25]([CH3:30])[CH:24]=1)=[N:15][CH:16]=[N:17]2. The catalyst class is: 44. (3) The catalyst class is: 4. Product: [NH:1]1[CH2:6][CH2:5][C:4]2([C:14]3[C:9](=[CH:10][CH:11]=[CH:12][CH:13]=3)[CH:8]=[CH:7]2)[CH2:3][CH2:2]1. Reactant: [N:1]1(C(OC(C)(C)C)=O)[CH2:6][CH2:5][C:4]2([C:14]3[C:9](=[CH:10][CH:11]=[CH:12][CH:13]=3)[CH:8]=[CH:7]2)[CH2:3][CH2:2]1.FC(F)(F)C(O)=O. (4) Reactant: C1(C)C=CC=CC=1.[CH2:8]([O:15][C:16]1[C:23]([Br:24])=[CH:22][C:19]([CH:20]=[O:21])=[C:18]([CH3:25])[CH:17]=1)[C:9]1[CH:14]=[CH:13][CH:12]=[CH:11][CH:10]=1.[CH2:26](O)[CH2:27][OH:28].O.C1(C)C=CC(S(O)(=O)=O)=CC=1. Product: [CH2:8]([O:15][C:16]1[C:23]([Br:24])=[CH:22][C:19]([CH:20]2[O:28][CH2:27][CH2:26][O:21]2)=[C:18]([CH3:25])[CH:17]=1)[C:9]1[CH:10]=[CH:11][CH:12]=[CH:13][CH:14]=1. The catalyst class is: 13.